This data is from Reaction yield outcomes from USPTO patents with 853,638 reactions. The task is: Predict the reaction yield, written as a fraction of the theoretical maximum amount of product (1.0 means a 100% yield; for example, 0.34 means a 34% yield). (1) The reactants are [Br:1][C:2]1[CH:3]=[C:4]([OH:8])[CH:5]=[CH:6][CH:7]=1.N1C=CN=C1.[CH:14]([Si:17](Cl)([CH:21]([CH3:23])[CH3:22])[CH:18]([CH3:20])[CH3:19])([CH3:16])[CH3:15]. The catalyst is CN(C=O)C. The product is [Br:1][C:2]1[CH:3]=[C:4]([CH:5]=[CH:6][CH:7]=1)[O:8][Si:17]([CH:21]([CH3:23])[CH3:22])([CH:18]([CH3:20])[CH3:19])[CH:14]([CH3:16])[CH3:15]. The yield is 0.790. (2) The reactants are Br[CH2:2][C:3]1[CH:8]=[CH:7][C:6]([C:9]2[CH:13]=[C:12]([C:14]([NH2:16])=[O:15])[O:11][N:10]=2)=[CH:5][CH:4]=1.[Cl:17][C:18]1[CH:23]=[CH:22][CH:21]=[CH:20][C:19]=1[OH:24].C([O-])([O-])=O.[K+].[K+]. The catalyst is CC#N. The product is [Cl:17][C:18]1[CH:23]=[CH:22][CH:21]=[CH:20][C:19]=1[O:24][CH2:2][C:3]1[CH:8]=[CH:7][C:6]([C:9]2[CH:13]=[C:12]([C:14]([NH2:16])=[O:15])[O:11][N:10]=2)=[CH:5][CH:4]=1. The yield is 0.790. (3) The catalyst is CN(C=O)C. The product is [F:1][C:2]1[CH:7]=[CH:6][C:5]([S:8]([N:11]([CH3:36])[C@@H:12]([CH2:33][O:34][CH3:35])[C:13]([NH:15][CH2:16][C:17]2[CH:18]=[C:19]([C:23]3[CH:28]=[CH:27][C:26]([C:29]([F:30])([F:31])[F:32])=[CH:25][CH:24]=3)[CH:20]=[CH:21][CH:22]=2)=[O:14])(=[O:10])=[O:9])=[CH:4][CH:3]=1. The yield is 0.890. The reactants are [F:1][C:2]1[CH:7]=[CH:6][C:5]([S:8]([NH:11][C@@H:12]([CH2:33][O:34][CH3:35])[C:13]([NH:15][CH2:16][C:17]2[CH:18]=[C:19]([C:23]3[CH:28]=[CH:27][C:26]([C:29]([F:32])([F:31])[F:30])=[CH:25][CH:24]=3)[CH:20]=[CH:21][CH:22]=2)=[O:14])(=[O:10])=[O:9])=[CH:4][CH:3]=1.[C:36](=O)([O-])[O-].[K+].[K+].IC.[NH4+].[Cl-]. (4) The reactants are [CH3:1][O:2][C:3]1[CH:8]=[CH:7][C:6]([NH2:9])=[CH:5][CH:4]=1.C(N(CC)CC)C.Cl[S:18]([C:21]1[CH:30]=[CH:29][C:24]([C:25]([O:27][CH3:28])=[O:26])=[CH:23][CH:22]=1)(=[O:20])=[O:19]. The catalyst is ClCCl. The product is [CH3:1][O:2][C:3]1[CH:8]=[CH:7][C:6]([NH:9][S:18]([C:21]2[CH:22]=[CH:23][C:24]([C:25]([O:27][CH3:28])=[O:26])=[CH:29][CH:30]=2)(=[O:20])=[O:19])=[CH:5][CH:4]=1. The yield is 0.300. (5) The reactants are [CH3:1][O:2][CH:3]1[CH2:6][NH:5][CH2:4]1.C1C=CC(P(C2C(C3C(P(C4C=CC=CC=4)C4C=CC=CC=4)=CC=C4C=3C=CC=C4)=C3C(C=CC=C3)=CC=2)C2C=CC=CC=2)=CC=1.C([O-])([O-])=O.[Cs+].[Cs+].Br[C:60]1[CH:61]=[CH:62][C:63]([C:71]([OH:73])=[O:72])=[N:64][C:65]=1[O:66][CH2:67][CH:68]1[CH2:70][CH2:69]1. The yield is 0.340. The product is [CH:68]1([CH2:67][O:66][C:65]2[N:64]=[C:63]([C:71]([OH:73])=[O:72])[CH:62]=[CH:61][C:60]=2[N:5]2[CH2:6][CH:3]([O:2][CH3:1])[CH2:4]2)[CH2:69][CH2:70]1. The catalyst is C1(C)C=CC=CC=1.C1C=CC(/C=C/C(/C=C/C2C=CC=CC=2)=O)=CC=1.C1C=CC(/C=C/C(/C=C/C2C=CC=CC=2)=O)=CC=1.C1C=CC(/C=C/C(/C=C/C2C=CC=CC=2)=O)=CC=1.[Pd].[Pd]. (6) The reactants are [CH3:1][C:2]1([CH3:8])[CH2:6][NH:5][C:4](=[O:7])[CH2:3]1.[ClH:9].[OH2:10]. No catalyst specified. The product is [ClH:9].[NH2:5][CH2:6][C:2]([CH3:8])([CH3:1])[CH2:3][C:4]([OH:10])=[O:7]. The yield is 0.920. (7) The reactants are [F:1][CH:2]([F:17])[CH2:3][NH:4][CH:5]1[CH2:11][CH2:10][C:9]2[CH:12]=[C:13]([NH2:16])[CH:14]=[CH:15][C:8]=2[CH2:7][CH2:6]1.Cl[C:19]1[N:24]=[C:23]([NH:25][C:26]2[CH:35]=[CH:34][CH:33]=[CH:32][C:27]=2[C:28]([NH:30][CH3:31])=[O:29])[C:22]([Cl:36])=[CH:21][N:20]=1. No catalyst specified. The product is [Cl:36][C:22]1[C:23]([NH:25][C:26]2[CH:35]=[CH:34][CH:33]=[CH:32][C:27]=2[C:28]([NH:30][CH3:31])=[O:29])=[N:24][C:19]([NH:16][C:13]2[CH:14]=[CH:15][C:8]3[CH2:7][CH2:6][CH:5]([NH:4][CH2:3][CH:2]([F:17])[F:1])[CH2:11][CH2:10][C:9]=3[CH:12]=2)=[N:20][CH:21]=1. The yield is 0.500.